Dataset: Peptide-MHC class I binding affinity with 185,985 pairs from IEDB/IMGT. Task: Regression. Given a peptide amino acid sequence and an MHC pseudo amino acid sequence, predict their binding affinity value. This is MHC class I binding data. (1) The peptide sequence is PCPLPHRLDR. The MHC is HLA-A11:01 with pseudo-sequence HLA-A11:01. The binding affinity (normalized) is 0. (2) The peptide sequence is TLMLLALIAV. The MHC is HLA-A02:01 with pseudo-sequence HLA-A02:01. The binding affinity (normalized) is 0.813. (3) The peptide sequence is HCSQVFLKM. The MHC is HLA-A01:01 with pseudo-sequence HLA-A01:01. The binding affinity (normalized) is 0.401. (4) The peptide sequence is FGPVHFRNQV. The MHC is Mamu-B01 with pseudo-sequence Mamu-B01. The binding affinity (normalized) is 0. (5) The peptide sequence is IPAKFLEGL. The MHC is HLA-B35:01 with pseudo-sequence HLA-B35:01. The binding affinity (normalized) is 0.180. (6) The peptide sequence is DEVDLYLLM. The MHC is HLA-B40:01 with pseudo-sequence HLA-B40:01. The binding affinity (normalized) is 0.262. (7) The MHC is HLA-B58:01 with pseudo-sequence HLA-B58:01. The binding affinity (normalized) is 0. The peptide sequence is QIYAGIKVR. (8) The peptide sequence is TFFLTQGALL. The MHC is HLA-A23:01 with pseudo-sequence HLA-A23:01. The binding affinity (normalized) is 0.522. (9) The peptide sequence is IAVSLIAAL. The MHC is Mamu-A01 with pseudo-sequence Mamu-A01. The binding affinity (normalized) is 0.424.